Dataset: Full USPTO retrosynthesis dataset with 1.9M reactions from patents (1976-2016). Task: Predict the reactants needed to synthesize the given product. (1) Given the product [CH2:1]([N:3]1[CH:7]=[C:6]([C:8]2[N:13]=[CH:12][C:11]3[CH:14]=[N:15][N:16]([C:17]4[CH:18]=[CH:19][CH:20]=[C:21]([N:23]5[CH2:24][CH2:25][NH:26][CH2:27][CH2:28]5)[N:22]=4)[C:10]=3[CH:9]=2)[CH:5]=[N:4]1)[CH3:2], predict the reactants needed to synthesize it. The reactants are: [CH2:1]([N:3]1[CH:7]=[C:6]([C:8]2[N:13]=[CH:12][C:11]3[CH:14]=[N:15][N:16]([C:17]4[N:22]=[C:21]([N:23]5[CH2:28][CH2:27][N:26](C(OC(C)(C)C)=O)[CH2:25][CH2:24]5)[CH:20]=[CH:19][CH:18]=4)[C:10]=3[CH:9]=2)[CH:5]=[N:4]1)[CH3:2]. (2) Given the product [Cl:1][C:2]1[CH:3]=[CH:4][C:5]([CH2:6][N:7]([CH2:26][C:27](=[O:28])[NH:35][CH3:34])[C:8]([C:10]2([CH3:25])[CH2:13][CH2:12][N:11]2[C:14](=[O:24])[CH2:15][C:16]2[CH:17]=[C:18]([CH3:23])[CH:19]=[C:20]([CH3:22])[CH:21]=2)=[O:9])=[CH:30][CH:31]=1, predict the reactants needed to synthesize it. The reactants are: [Cl:1][C:2]1[CH:31]=[CH:30][C:5]([CH2:6][N:7]([CH2:26][C:27](O)=[O:28])[C:8]([C:10]2([CH3:25])[CH2:13][CH2:12][N:11]2[C:14](=[O:24])[CH2:15][C:16]2[CH:21]=[C:20]([CH3:22])[CH:19]=[C:18]([CH3:23])[CH:17]=2)=[O:9])=[CH:4][CH:3]=1.CN.[CH3:34][N:35](C(ON1N=NC2C=CC=CC1=2)=[N+](C)C)C.[B-](F)(F)(F)F. (3) Given the product [CH3:27][C:24]1([CH3:28])[O:23][C:22]2[CH:29]=[CH:30][C:19]([C@H:17]3[O:16][C:15](=[O:31])[N:14]([CH2:13][CH2:12][C:8]4[CH:9]=[CH:10][CH:11]=[C:6]([CH2:5][OH:4])[CH:7]=4)[CH2:18]3)=[CH:20][C:21]=2[CH2:26][O:25]1, predict the reactants needed to synthesize it. The reactants are: C([O:4][CH2:5][C:6]1[CH:11]=[CH:10][CH:9]=[C:8]([CH2:12][CH2:13][N:14]2[CH2:18][C@@H:17]([C:19]3[CH:30]=[CH:29][C:22]4[O:23][C:24]([CH3:28])([CH3:27])[O:25][CH2:26][C:21]=4[CH:20]=3)[O:16][C:15]2=[O:31])[CH:7]=1)(=O)C.C[Si](C)(C)[O-].[K+].O.C(OCC)(=O)C. (4) Given the product [C:11]1([S:17]([CH2:20][C:21]2[C:26]([C:27]([O:29][CH3:30])=[O:28])=[C:25]([OH:31])[C:24]([C:32]3[CH:36]=[CH:35][O:34][C:33]=3[CH:37]=[CH2:39])=[CH:23][CH:22]=2)(=[O:19])=[O:18])[CH:12]=[CH:13][CH:14]=[CH:15][CH:16]=1, predict the reactants needed to synthesize it. The reactants are: C[Si]([N-][Si](C)(C)C)(C)C.[K+].[C:11]1([S:17]([CH2:20][C:21]2[C:26]([C:27]([O:29][CH3:30])=[O:28])=[C:25]([OH:31])[C:24]([C:32]3[CH:36]=[CH:35][O:34][C:33]=3[CH:37]=O)=[CH:23][CH:22]=2)(=[O:19])=[O:18])[CH:16]=[CH:15][CH:14]=[CH:13][CH:12]=1.[C:39](OCC)(=O)C.[Cl-].[NH4+]. (5) Given the product [O-:1][N+:2]1[C:7]2[CH:8]=[CH:9][CH:10]=[CH:11][C:6]=2[N+:5]([O-:26])=[C:4]([NH:12][CH2:13][CH2:14][CH2:15][NH:16][C:17](=[O:23])[O:18][C:19]([CH3:20])([CH3:22])[CH3:21])[N:3]=1, predict the reactants needed to synthesize it. The reactants are: [O-:1][N+:2]1[C:7]2[CH:8]=[CH:9][CH:10]=[CH:11][C:6]=2[N:5]=[C:4]([NH:12][CH2:13][CH2:14][CH2:15][NH:16][C:17](=[O:23])[O:18][C:19]([CH3:22])([CH3:21])[CH3:20])[N:3]=1.CC[O:26]C(C)=O.CO. (6) Given the product [Br:9][C:5]1[CH:6]=[C:7]([CH3:8])[C:2]([C:11]#[N:12])=[N:3][CH:4]=1, predict the reactants needed to synthesize it. The reactants are: Br[C:2]1[C:7]([CH3:8])=[CH:6][C:5]([Br:9])=[CH:4][N:3]=1.O.[CH3:11][N:12](C)C=O.